Task: Predict the product of the given reaction.. Dataset: Forward reaction prediction with 1.9M reactions from USPTO patents (1976-2016) Given the reactants [CH3:1][NH:2][C:3]1[C:4]([NH2:12])=[CH:5][CH:6]=[C:7]([N+:9]([O-:11])=[O:10])[CH:8]=1.[F:13][C:14]([F:19])([F:18])[C:15](O)=O.C(=O)(O)[O-], predict the reaction product. The product is: [CH3:1][N:2]1[C:3]2[CH:8]=[C:7]([N+:9]([O-:11])=[O:10])[CH:6]=[CH:5][C:4]=2[N:12]=[C:15]1[C:14]([F:19])([F:18])[F:13].